This data is from Reaction yield outcomes from USPTO patents with 853,638 reactions. The task is: Predict the reaction yield, written as a fraction of the theoretical maximum amount of product (1.0 means a 100% yield; for example, 0.34 means a 34% yield). The reactants are [C:1]([C:3]1[CH:8]=[CH:7][C:6](Br)=[CH:5][C:4]=1[F:10])#[N:2].[NH:11]1[C:19]2[C:14](=[CH:15][CH:16]=[CH:17][CH:18]=2)[C:13]2([CH:23](B(O)O)[CH2:22][CH2:21][CH2:20]2)[C:12]1=[O:27].C(=O)([O-])[O-].[Na+].[Na+].[OH-].[Na+]. The yield is 0.360. The product is [C:1]([C:3]1[CH:8]=[CH:7][C:6]([C:16]2[CH:15]=[C:14]3[C:19](=[CH:18][CH:17]=2)[NH:11][C:12](=[O:27])[C:13]23[CH2:23][CH2:22][CH2:21][CH2:20]2)=[CH:5][C:4]=1[F:10])#[N:2]. The catalyst is COCCOC.O.C1C=CC([P]([Pd]([P](C2C=CC=CC=2)(C2C=CC=CC=2)C2C=CC=CC=2)([P](C2C=CC=CC=2)(C2C=CC=CC=2)C2C=CC=CC=2)[P](C2C=CC=CC=2)(C2C=CC=CC=2)C2C=CC=CC=2)(C2C=CC=CC=2)C2C=CC=CC=2)=CC=1.